This data is from Reaction yield outcomes from USPTO patents with 853,638 reactions. The task is: Predict the reaction yield, written as a fraction of the theoretical maximum amount of product (1.0 means a 100% yield; for example, 0.34 means a 34% yield). (1) The reactants are C[Al](C)C.[Br:5][C:6]1[CH:12]=[C:11]([F:13])[CH:10]=[CH:9][C:7]=1[NH2:8].[N:14]1([C:24]([O:26][C:27]([CH3:30])([CH3:29])[CH3:28])=[O:25])[CH2:19][CH2:18][CH:17]=[C:16]([C:20](OC)=[O:21])[CH2:15]1. The catalyst is C(Cl)Cl. The product is [Br:5][C:6]1[CH:12]=[C:11]([F:13])[CH:10]=[CH:9][C:7]=1[NH:8][C:20]([C:16]1[CH2:15][N:14]([C:24]([O:26][C:27]([CH3:30])([CH3:29])[CH3:28])=[O:25])[CH2:19][CH2:18][CH:17]=1)=[O:21]. The yield is 0.500. (2) The reactants are [NH2:1][CH2:2][CH2:3][CH2:4][CH2:5][CH:6]([N:13]([S:18]([C:21]1[CH:26]=[CH:25][C:24]([NH2:27])=[CH:23][CH:22]=1)(=[O:20])=[O:19])[CH2:14][CH:15]([CH3:17])[CH3:16])[CH2:7][O:8][P:9](=[O:12])([OH:11])[OH:10].[OH-].[Na+].C(=O)(O)[O-].[Na+].O=C1CCC(=O)N1[O:42][C:43](=O)[CH:44]([NH:58][C:59]([O:61][CH3:62])=[O:60])[CH:45]([C:52]1[CH:57]=[CH:56][CH:55]=[CH:54][CH:53]=1)[C:46]1[CH:51]=[CH:50][CH:49]=[CH:48][CH:47]=1. The catalyst is CC(C)=O. The product is [CH3:62][O:61][C:59](=[O:60])[NH:58][CH:44]([C:43](=[O:42])[NH:1][CH2:2][CH2:3][CH2:4][CH2:5][CH:6]([N:13]([S:18]([C:21]1[CH:26]=[CH:25][C:24]([NH2:27])=[CH:23][CH:22]=1)(=[O:20])=[O:19])[CH2:14][CH:15]([CH3:16])[CH3:17])[CH2:7][O:8][P:9]([OH:10])([OH:11])=[O:12])[CH:45]([C:52]1[CH:57]=[CH:56][CH:55]=[CH:54][CH:53]=1)[C:46]1[CH:51]=[CH:50][CH:49]=[CH:48][CH:47]=1. The yield is 0.660. (3) The reactants are [OH:1][C:2]1[CH:7]=[CH:6][C:5]([CH2:8][CH2:9][C:10]([O:12][CH3:13])=[O:11])=[CH:4][CH:3]=1.[CH2:14](O)[C:15]1[CH:20]=[CH:19][CH:18]=[CH:17][CH:16]=1.C1(P(C2C=CC=CC=2)C2C=CC=CC=2)C=CC=CC=1.N(C(OCC)=O)=NC(OCC)=O. The catalyst is O1CCCC1.O. The product is [C:15]1([CH2:14][O:1][C:2]2[CH:3]=[CH:4][C:5]([CH2:8][CH2:9][C:10]([O:12][CH3:13])=[O:11])=[CH:6][CH:7]=2)[CH:20]=[CH:19][CH:18]=[CH:17][CH:16]=1. The yield is 0.590. (4) The reactants are C(N)C1C=CC=CC=1.[F:9][C:10]1[CH:11]=[C:12]([CH:15]=[CH:16][C:17]=1[F:18])[CH2:13][NH2:14].[O:19]=[C:20]1[N:24]([CH2:25][C:26]2[CH:31]=[CH:30][CH:29]=[CH:28][N:27]=2)[CH2:23][CH2:22][N:21]1[C:32]1[CH:33]=[C:34]([CH:38]=[CH:39][N:40]=1)[C:35]([O-])=[O:36]. No catalyst specified. The product is [F:9][C:10]1[CH:11]=[C:12]([CH:15]=[CH:16][C:17]=1[F:18])[CH2:13][NH:14][C:35](=[O:36])[C:34]1[CH:38]=[CH:39][N:40]=[C:32]([N:21]2[CH2:22][CH2:23][N:24]([CH2:25][C:26]3[CH:31]=[CH:30][CH:29]=[CH:28][N:27]=3)[C:20]2=[O:19])[CH:33]=1. The yield is 0.610. (5) The reactants are O[N:2]([CH:41]1[CH2:46][CH2:45][CH2:44][CH2:43][CH2:42]1)[C:3]1[CH:11]=[C:10]([N:12]2[C:16]3=[N:17][CH:18]=[CH:19][C:20]([N:21]4[CH:25]=[C:24]([C:26]5[CH:27]=[N:28][N:29](CC6C=CC=CC=6)[CH:30]=5)[N:23]=[CH:22]4)=[C:15]3[C:14]([CH:38]([CH3:40])[CH3:39])=[N:13]2)[CH:9]=[CH:8][C:4]=1[C:5]([NH2:7])=[O:6].C1CCCCC=1.C([OH:55])C. The catalyst is [OH-].[Pd+2].[OH-]. The product is [NH:29]1[CH:30]=[C:26]([C:24]2[N:23]=[CH:22][N:21]([C:20]3[CH:19]=[CH:18][N:17]=[C:16]4[N:12]([C:10]5[CH:9]=[CH:8][C:4]([C:5]([NH2:7])=[O:6])=[C:3]([NH:2][CH:41]6[CH2:46][CH2:45][CH:44]([OH:55])[CH2:43][CH2:42]6)[CH:11]=5)[N:13]=[C:14]([CH:38]([CH3:39])[CH3:40])[C:15]=34)[CH:25]=2)[CH:27]=[N:28]1. The yield is 0.560. (6) The reactants are [C:1]([O:5][C:6]([N:8]1[CH2:12][C@H:11]([C:13]2[CH:18]=[CH:17][CH:16]=[CH:15][CH:14]=2)[C@@H:10](C=O)[CH2:9]1)=[O:7])([CH3:4])([CH3:3])[CH3:2].C(N(CC)CC)C.C(O[BH-](OC(=O)C)OC(=O)C)(=O)C.[Na+].C(=O)(O)[O-].[Na+]. The catalyst is ClCCCl. The product is [C:1]([O:5][C:6]([N:8]1[CH2:12][CH:11]([C:13]2[CH:18]=[CH:17][CH:16]=[CH:15][CH:14]=2)[CH2:10][CH2:9]1)=[O:7])([CH3:4])([CH3:2])[CH3:3]. The yield is 0.321. (7) No catalyst specified. The product is [O:15]=[C:13]1[NH:12][C:8]2=[N:9][CH:10]=[CH:11][C:6]([O:5][C:4]3[CH:3]=[C:2]([NH:1][S:25]([C:19]4[CH:24]=[CH:23][CH:22]=[CH:21][CH:20]=4)(=[O:27])=[O:26])[CH:18]=[CH:17][CH:16]=3)=[C:7]2[NH:14]1. The reactants are [NH2:1][C:2]1[CH:3]=[C:4]([CH:16]=[CH:17][CH:18]=1)[O:5][C:6]1[CH:11]=[CH:10][N:9]=[C:8]2[NH:12][C:13](=[O:15])[NH:14][C:7]=12.[C:19]1([S:25](Cl)(=[O:27])=[O:26])[CH:24]=[CH:23][CH:22]=[CH:21][CH:20]=1. The yield is 0.500.